This data is from Forward reaction prediction with 1.9M reactions from USPTO patents (1976-2016). The task is: Predict the product of the given reaction. (1) Given the reactants C(=O)([O-])[O-].FC(F)(F)C(O)=O.[CH2:12]([C:14]1[CH:15]=[CH:16][C:17]([CH2:20][CH2:21][O:22][C:23]2[CH:36]=[CH:35][C:26]([CH2:27][C@H:28]3[S:32][C:31](=[O:33])[NH:30][C:29]3=[O:34])=[CH:25][CH:24]=2)=[N:18][CH:19]=1)[CH3:13], predict the reaction product. The product is: [CH2:12]([C:14]1[CH:15]=[CH:16][C:17]([CH2:20][CH2:21][O:22][C:23]2[CH:36]=[CH:35][C:26]([CH2:27][C@H:28]3[S:32][C:31](=[O:33])[NH:30][C:29]3=[O:34])=[CH:25][CH:24]=2)=[N:18][CH:19]=1)[CH3:13]. (2) Given the reactants [O:1]=[C:2]1[N:6]([C:7]2[CH:12]=[CH:11][C:10]([CH:13]3[CH2:18][CH2:17][NH:16][CH2:15][CH2:14]3)=[C:9]([F:19])[CH:8]=2)[CH2:5][C@H:4]([CH2:20][NH:21][C:22](=[O:24])[CH3:23])[O:3]1.C(=O)(O)[O-].[Na+].Cl[C:31]([O:33][CH3:34])=[O:32], predict the reaction product. The product is: [CH3:34][O:33][C:31]([N:16]1[CH2:15][CH2:14][CH:13]([C:10]2[CH:11]=[CH:12][C:7]([N:6]3[CH2:5][C@H:4]([CH2:20][NH:21][C:22](=[O:24])[CH3:23])[O:3][C:2]3=[O:1])=[CH:8][C:9]=2[F:19])[CH2:18][CH2:17]1)=[O:32]. (3) Given the reactants [Br:1]Br.[CH:3]1[C:12]2[C:7](=[CH:8][CH:9]=[CH:10][CH:11]=2)[CH:6]=[CH:5][C:4]=1[C:13](=[O:16])[CH2:14][CH3:15].Br, predict the reaction product. The product is: [Br:1][CH:14]([CH3:15])[C:13]([C:4]1[CH:5]=[CH:6][C:7]2[C:12](=[CH:11][CH:10]=[CH:9][CH:8]=2)[CH:3]=1)=[O:16].